Dataset: Full USPTO retrosynthesis dataset with 1.9M reactions from patents (1976-2016). Task: Predict the reactants needed to synthesize the given product. (1) Given the product [F:31][C:32]1[CH:37]=[CH:36][C:35]([CH2:38][C:39]2[CH:48]=[C:47]3[C:42]([C:43]([OH:61])=[C:44]([C:56]([O:58][CH2:59][CH3:60])=[O:57])[C:45](=[O:55])[N:46]3[CH2:49][CH2:50][CH2:51][S:52]([CH3:54])(=[O:24])=[O:53])=[N:41][CH:40]=2)=[CH:34][CH:33]=1, predict the reactants needed to synthesize it. The reactants are: FC1C=CC(CC2C=C3C(C(O)=C(C(OCC)=O)C(=[O:24])N3CCCSC)=NC=2)=CC=1.[F:31][C:32]1[CH:37]=[CH:36][C:35]([CH2:38][C:39]2[CH:48]=[C:47]3[C:42]([C:43]([OH:61])=[C:44]([C:56]([O:58][CH2:59][CH3:60])=[O:57])[C:45](=[O:55])[N:46]3[CH2:49][CH2:50][CH2:51][S:52]([CH3:54])=[O:53])=[N:41][CH:40]=2)=[CH:34][CH:33]=1.ClC1C=C(C=CC=1)C(OO)=O. (2) Given the product [CH3:21][N:19]([CH3:20])[C:17]1[C:16]([CH3:22])=[CH:15][N:14]=[C:13]([NH:12][C@@H:9]2[CH2:10][CH2:11][C@H:6]([C:4]([OH:5])=[O:3])[CH2:7][CH2:8]2)[N:18]=1, predict the reactants needed to synthesize it. The reactants are: C([O:3][C:4]([C@H:6]1[CH2:11][CH2:10][C@@H:9]([NH:12][C:13]2[N:18]=[C:17]([N:19]([CH3:21])[CH3:20])[C:16]([CH3:22])=[CH:15][N:14]=2)[CH2:8][CH2:7]1)=[O:5])C. (3) Given the product [NH2:28][CH:25]1[CH:24]2[CH:26]1[CH2:27][N:22]([C:20](=[O:21])/[CH:19]=[CH:18]\[N:15]1[CH:16]=[N:17][C:13]([C:5]3[CH:4]=[C:3]([C:2]([F:1])([F:46])[F:47])[CH:8]=[C:7]([C:9]([F:12])([F:11])[F:10])[CH:6]=3)=[N:14]1)[CH2:23]2, predict the reactants needed to synthesize it. The reactants are: [F:1][C:2]([F:47])([F:46])[C:3]1[CH:4]=[C:5]([C:13]2[N:17]=[CH:16][N:15](/[CH:18]=[CH:19]\[C:20]([N:22]3[CH2:27][CH:26]4[CH:24]([CH:25]4[NH:28]C(=O)OCC4C5C=CC=CC=5C5C4=CC=CC=5)[CH2:23]3)=[O:21])[N:14]=2)[CH:6]=[C:7]([C:9]([F:12])([F:11])[F:10])[CH:8]=1.